Task: Predict the product of the given reaction.. Dataset: Forward reaction prediction with 1.9M reactions from USPTO patents (1976-2016) (1) Given the reactants [H-].[Na+].[Cl:3][C:4]1[CH:5]=[C:6]([OH:13])[CH:7]=[CH:8][C:9]=1[N+:10]([O-:12])=[O:11].Cl[C:15]1[CH:20]=[CH:19][N:18]=[C:17]([S:21][CH3:22])[N:16]=1, predict the reaction product. The product is: [Cl:3][C:4]1[CH:5]=[C:6]([CH:7]=[CH:8][C:9]=1[N+:10]([O-:12])=[O:11])[O:13][C:15]1[CH:20]=[CH:19][N:18]=[C:17]([S:21][CH3:22])[N:16]=1. (2) Given the reactants [NH:1]1[CH2:6][CH2:5][CH:4]([C:7]2[CH:8]=[C:9]([CH:22]=[CH:23][CH:24]=2)[CH2:10][NH:11][C:12](=[O:21])[O:13][CH2:14][C:15]2[CH:20]=[CH:19][CH:18]=[CH:17][CH:16]=2)[CH2:3][CH2:2]1.C1C=CC2N(O)N=NC=2C=1.[CH3:35][C:36]1([CH3:53])[C:40]([CH3:42])([CH3:41])[O:39][B:38]([C:43]2[CH:44]=[C:45]([CH2:49][C:50](O)=[O:51])[CH:46]=[CH:47][CH:48]=2)[O:37]1.CCN(C(C)C)C(C)C, predict the reaction product. The product is: [CH3:41][C:40]1([CH3:42])[C:36]([CH3:35])([CH3:53])[O:37][B:38]([C:43]2[CH:44]=[C:45]([CH2:49][C:50]([N:1]3[CH2:6][CH2:5][CH:4]([C:7]4[CH:8]=[C:9]([CH:22]=[CH:23][CH:24]=4)[CH2:10][NH:11][C:12](=[O:21])[O:13][CH2:14][C:15]4[CH:20]=[CH:19][CH:18]=[CH:17][CH:16]=4)[CH2:3][CH2:2]3)=[O:51])[CH:46]=[CH:47][CH:48]=2)[O:39]1. (3) Given the reactants [CH2:1]([C:3]1[N:4]=[C:5]2[CH:10]=[CH:9][CH:8]=[C:7]([CH2:11][NH:12][CH2:13][CH2:14][CH2:15][CH2:16][CH2:17][NH:18][S:19]([C:22]([F:25])([F:24])[F:23])(=[O:21])=[O:20])[N:6]2[CH:26]=1)[CH3:2].[CH2:27]=O, predict the reaction product. The product is: [CH2:1]([C:3]1[N:4]=[C:5]2[N:6]3[C:7]([CH2:11][N:12]([CH2:13][CH2:14][CH2:15][CH2:16][CH2:17][NH:18][S:19]([C:22]([F:25])([F:24])[F:23])(=[O:20])=[O:21])[CH2:27][C:26]=13)=[CH:8][CH:9]=[CH:10]2)[CH3:2]. (4) Given the reactants [CH3:1][C:2]1[N:7]=[C:6]([C:8]([O:10]C)=[O:9])[C:5]([N:12]2[N:16]=[CH:15][CH:14]=[N:13]2)=[CH:4][CH:3]=1.[Li+].[OH-], predict the reaction product. The product is: [CH3:1][C:2]1[N:7]=[C:6]([C:8]([OH:10])=[O:9])[C:5]([N:12]2[N:16]=[CH:15][CH:14]=[N:13]2)=[CH:4][CH:3]=1. (5) Given the reactants [I:1][C:2]1[C:3](=[O:19])[C:4]2[CH:9]=[CH:8][NH:7][C:6](=[O:10])[C:5]=2[O:11][C:12]=1[C:13]1[CH:18]=[CH:17][CH:16]=[CH:15][CH:14]=1.[C:20](=O)([O-])[O-].[K+].[K+].IC, predict the reaction product. The product is: [I:1][C:2]1[C:3](=[O:19])[C:4]2[CH:9]=[CH:8][N:7]([CH3:20])[C:6](=[O:10])[C:5]=2[O:11][C:12]=1[C:13]1[CH:18]=[CH:17][CH:16]=[CH:15][CH:14]=1. (6) Given the reactants I[C:2]1[CH:3]=[C:4]2[CH:10]=[CH:9][NH:8][C:5]2=[N:6][CH:7]=1.[CH3:11][Si:12]([C:15]#[CH:16])([CH3:14])[CH3:13].C(N(CC)CC)C, predict the reaction product. The product is: [CH3:11][Si:12]([C:15]#[C:16][C:2]1[CH:3]=[C:4]2[CH:10]=[CH:9][NH:8][C:5]2=[N:6][CH:7]=1)([CH3:14])[CH3:13]. (7) Given the reactants I([O-])(=O)(=O)=[O:2].[Na+].[OH:7][CH2:8][C@@H:9]1[CH2:11][C@H:10]1[CH2:12][C:13]([O:15][CH2:16][C:17]1[CH:22]=[CH:21][CH:20]=[CH:19][CH:18]=1)=[O:14], predict the reaction product. The product is: [CH2:16]([O:15][C:13](=[O:14])[CH2:12][C@@H:10]1[CH2:11][C@H:9]1[C:8]([OH:2])=[O:7])[C:17]1[CH:18]=[CH:19][CH:20]=[CH:21][CH:22]=1.